From a dataset of Reaction yield outcomes from USPTO patents with 853,638 reactions. Predict the reaction yield, written as a fraction of the theoretical maximum amount of product (1.0 means a 100% yield; for example, 0.34 means a 34% yield). (1) The reactants are [CH2:1]([NH:8][C@H:9]1[CH2:14][CH2:13][C@H:12]([C:15]([O:24][Si](CC)(CC)CC)([C:20]([F:23])([F:22])[F:21])[C:16]([F:19])([F:18])[F:17])[CH2:11][CH2:10]1)[C:2]1[CH:7]=[CH:6][CH:5]=[CH:4][CH:3]=1.[C:32](OC(=O)C)(=O)[CH3:33].[NH4+].[Cl-].CCOCC. The catalyst is N1C=CC=CC=1. The product is [CH2:1]([N:8]([CH2:32][CH3:33])[C@H:9]1[CH2:10][CH2:11][C@H:12]([C:15]([OH:24])([C:16]([F:18])([F:19])[F:17])[C:20]([F:21])([F:23])[F:22])[CH2:13][CH2:14]1)[C:2]1[CH:7]=[CH:6][CH:5]=[CH:4][CH:3]=1. The yield is 0.390. (2) The reactants are [OH:1][C:2]1[CH:3]=[C:4]([CH:7]=[CH:8][CH:9]=1)[CH:5]=[O:6].I[CH:11]([CH3:13])[CH3:12].C(=O)([O-])[O-].[K+].[K+].O. The catalyst is C(O)(C)C. The product is [CH:11]([O:1][C:2]1[CH:3]=[C:4]([CH:7]=[CH:8][CH:9]=1)[CH:5]=[O:6])([CH3:13])[CH3:12]. The yield is 0.670. (3) The reactants are N[C:2]1[C:7]([F:8])=[CH:6][N:5]=[C:4](O)[N:3]=1.C/[C:11](/[O:17][Si](C)(C)C)=[N:12]\[Si](C)(C)C.[C:22]1([CH2:28][S:29](Cl)(=[O:31])=[O:30])[CH:27]=[CH:26][CH:25]=[CH:24][CH:23]=1.[C:33](#N)C. No catalyst specified. The product is [F:8][C:7]1[C:6]([N:5]([CH3:4])[S:29]([CH2:28][C:22]2[CH:27]=[CH:26][CH:25]=[CH:24][CH:23]=2)(=[O:31])=[O:30])=[N:12][C:11](=[O:17])[N:3]([CH3:33])[CH:2]=1. The yield is 0.270. (4) The reactants are [CH3:1][O:2][C:3]([CH:5]1[C:9](=O)[CH2:8][S:7][CH2:6]1)=[O:4].[C-:11]#[N:12].[K+].C(O)(=O)C.OP(O)(O)=O. The catalyst is CO.O.[Cl-].[Na+].O. The product is [CH3:1][O:2][C:3]([CH:5]1[CH:9]([C:11]#[N:12])[CH2:8][S:7][CH2:6]1)=[O:4]. The yield is 0.750. (5) The reactants are C([O:8][C:9]1[C:14]([CH2:15][N:16]2[CH2:25][CH2:24][C:23]3[C:18](=[C:19]([Cl:34])[C:20]([C:27]4[N:31]([CH3:32])[N:30]=[N:29][C:28]=4[CH3:33])=[CH:21][C:22]=3[Cl:26])[C:17]2=[O:35])=[C:13]([CH3:36])[CH:12]=[C:11]([CH3:37])[N:10]=1)C1C=CC=CC=1.ClCCl.CO. The catalyst is FC(F)(F)C(O)=O. The yield is 0.510. The product is [Cl:26][C:22]1[CH:21]=[C:20]([C:27]2[N:31]([CH3:32])[N:30]=[N:29][C:28]=2[CH3:33])[C:19]([Cl:34])=[C:18]2[C:23]=1[CH2:24][CH2:25][N:16]([CH2:15][C:14]1[C:9](=[O:8])[NH:10][C:11]([CH3:37])=[CH:12][C:13]=1[CH3:36])[C:17]2=[O:35]. (6) The catalyst is CCOC(C)=O.C(#N)C. The product is [Br-:26].[F:36][C:33]1[CH:34]=[CH:35][C:30]([C:28](=[O:29])[CH2:27][N+:13]23[CH2:14][CH2:15][CH:16]([CH2:17][CH2:18]2)[C@@H:11]([O:10][C:8](=[O:9])[C@@H:7]([C:1]2[CH:2]=[CH:3][CH:4]=[CH:5][CH:6]=2)[NH:19][C:20]2[CH:25]=[CH:24][CH:23]=[CH:22][CH:21]=2)[CH2:12]3)=[C:31]([OH:37])[CH:32]=1. The reactants are [C:1]1([C@@H:7]([NH:19][C:20]2[CH:25]=[CH:24][CH:23]=[CH:22][CH:21]=2)[C:8]([O:10][C@@H:11]2[CH:16]3[CH2:17][CH2:18][N:13]([CH2:14][CH2:15]3)[CH2:12]2)=[O:9])[CH:6]=[CH:5][CH:4]=[CH:3][CH:2]=1.[Br:26][CH2:27][C:28]([C:30]1[CH:35]=[CH:34][C:33]([F:36])=[CH:32][C:31]=1[OH:37])=[O:29]. The yield is 0.910. (7) The reactants are [O:1]1[CH2:6][C:5](=O)[NH:4][C:3]2[N:8]=[CH:9][CH:10]=[CH:11][C:2]1=2.[H-].[Al+3].[Li+].[H-].[H-].[H-].[OH-].[Na+].O. The catalyst is C1COCC1. The product is [O:1]1[CH2:6][CH2:5][NH:4][C:3]2[N:8]=[CH:9][CH:10]=[CH:11][C:2]1=2. The yield is 0.850.